Dataset: Forward reaction prediction with 1.9M reactions from USPTO patents (1976-2016). Task: Predict the product of the given reaction. (1) Given the reactants [F:1][C:2]([F:15])([F:14])[C:3]1[CH:12]=[C:11]2[C:6]([C:7]([SH:13])=[CH:8][CH:9]=[N:10]2)=[CH:5][CH:4]=1.[Br:16][CH2:17][C:18]1[CH:23]=[CH:22][CH:21]=[C:20]([CH2:24]Br)[CH:19]=1.C(Cl)(Cl)Cl.C([O-])([O-])=O.[K+].[K+], predict the reaction product. The product is: [Br:16][CH2:17][C:18]1[CH:19]=[C:20]([CH:21]=[CH:22][CH:23]=1)[CH2:24][S:13][C:7]1[C:6]2[C:11](=[CH:12][C:3]([C:2]([F:1])([F:14])[F:15])=[CH:4][CH:5]=2)[N:10]=[CH:9][CH:8]=1. (2) Given the reactants [C:1]([O:5][C:6]([N:8]1[CH2:12][CH:11]([CH2:13]O)[C:10]([NH:21][C:22](=[S:32])[NH:23][C:24](=[O:31])[C:25]2[CH:30]=[CH:29][CH:28]=[CH:27][CH:26]=2)([C:15]2[CH:20]=[CH:19][CH:18]=[CH:17][CH:16]=2)[CH2:9]1)=[O:7])([CH3:4])([CH3:3])[CH3:2].ClC(N(C)C)=C(C)C.C(=O)(O)[O-].[Na+], predict the reaction product. The product is: [C:1]([O:5][C:6]([N:8]1[CH2:12][CH:11]2[C:10]([C:15]3[CH:20]=[CH:19][CH:18]=[CH:17][CH:16]=3)([N:21]=[C:22]([NH:23][C:24](=[O:31])[C:25]3[CH:26]=[CH:27][CH:28]=[CH:29][CH:30]=3)[S:32][CH2:13]2)[CH2:9]1)=[O:7])([CH3:2])([CH3:4])[CH3:3]. (3) The product is: [F:39][C:36]1[CH:37]=[CH:38][C:33]([NH:32][C:30]2[CH:29]=[CH:28][N:27]=[C:26]([NH:25][C:22]3[CH:21]=[CH:20][C:19]([S:16]([N:15]([CH2:40][CH2:41][NH:42][CH2:43][C:44]([OH:47])([CH3:45])[CH3:46])[CH:12]4[CH2:13][CH2:14][NH:9][CH2:10][CH2:11]4)(=[O:17])=[O:18])=[CH:24][CH:23]=3)[N:31]=2)=[CH:34][CH:35]=1. Given the reactants Cl.C([N:9]1[CH2:14][CH2:13][CH:12]([N:15]([CH2:40][CH2:41][NH:42][CH2:43][C:44]([OH:47])([CH3:46])[CH3:45])[S:16]([C:19]2[CH:24]=[CH:23][C:22]([NH:25][C:26]3[N:31]=[C:30]([NH:32][C:33]4[CH:38]=[CH:37][C:36]([F:39])=[CH:35][CH:34]=4)[CH:29]=[CH:28][N:27]=3)=[CH:21][CH:20]=2)(=[O:18])=[O:17])[CH2:11][CH2:10]1)C1C=CC=CC=1, predict the reaction product. (4) Given the reactants Br[C:2]1[S:3][C:4]([C:7]([O:9][CH2:10][CH3:11])=[O:8])=[CH:5][N:6]=1.C([O-])([O-])=O.[K+].[K+].[CH3:18][N:19]1[C:23](B2OC(C)(C)C(C)(C)O2)=[CH:22][CH:21]=[N:20]1, predict the reaction product. The product is: [CH3:18][N:19]1[C:23]([C:2]2[S:3][C:4]([C:7]([O:9][CH2:10][CH3:11])=[O:8])=[CH:5][N:6]=2)=[CH:22][CH:21]=[N:20]1. (5) The product is: [CH3:15][S:16]([C:19]1[CH:20]=[CH:21][C:22]([O:28][C@@H:29]([CH3:34])[C:30]([F:31])([F:32])[F:33])=[C:23]([C:24]([N:11]2[CH2:10][CH2:9][C:7]3[N:8]=[C:3]([C:2]([F:1])([F:13])[F:14])[N:4]=[CH:5][C:6]=3[CH2:12]2)=[O:25])[CH:27]=1)(=[O:18])=[O:17]. Given the reactants [F:1][C:2]([F:14])([F:13])[C:3]1[N:4]=[CH:5][C:6]2[CH2:12][NH:11][CH2:10][CH2:9][C:7]=2[N:8]=1.[CH3:15][S:16]([C:19]1[CH:20]=[CH:21][C:22]([O:28][C@@H:29]([CH3:34])[C:30]([F:33])([F:32])[F:31])=[C:23]([CH:27]=1)[C:24](O)=[O:25])(=[O:18])=[O:17], predict the reaction product. (6) Given the reactants [CH:1]1([C:4]2[C:5]([O:30][CH3:31])=[C:6]([CH:12]([OH:29])[C:13]#[C:14][C:15]3[CH:20]=[CH:19][C:18]([O:21][CH2:22][C:23]4[CH:28]=[CH:27][CH:26]=[CH:25][CH:24]=4)=[CH:17][CH:16]=3)[CH:7]=[CH:8][C:9]=2[O:10][CH3:11])[CH2:3][CH2:2]1, predict the reaction product. The product is: [CH:1]1([C:4]2[C:5]([O:30][CH3:31])=[C:6]([C:12](=[O:29])[C:13]#[C:14][C:15]3[CH:20]=[CH:19][C:18]([O:21][CH2:22][C:23]4[CH:28]=[CH:27][CH:26]=[CH:25][CH:24]=4)=[CH:17][CH:16]=3)[CH:7]=[CH:8][C:9]=2[O:10][CH3:11])[CH2:3][CH2:2]1. (7) Given the reactants C([O:3][C:4]([CH2:6][CH2:7][C:8]1[C:13]([O:14][CH2:15][CH2:16][CH2:17][C:18]([O:20]CC)=[O:19])=[CH:12][CH:11]=[CH:10][C:9]=1[CH2:23][CH2:24][CH2:25][CH2:26][CH2:27][CH2:28][O:29][C:30]1[CH:31]=[C:32]([C:43]([OH:45])=O)[CH:33]=[C:34]([C:36]2[CH:41]=[CH:40][CH:39]=[C:38]([F:42])[CH:37]=2)[CH:35]=1)=[O:5])C.C(OC([N:53]1[CH2:58][CH2:57][NH:56][CH2:55][CH2:54]1)=O)(C)(C)C.C1CN([P+](Br)(N2CCCC2)N2CCCC2)CC1.F[P-](F)(F)(F)(F)F.C(N(C(C)C)CC)(C)C.[OH-].[Na+].Cl, predict the reaction product. The product is: [C:4]([CH2:6][CH2:7][C:8]1[C:9]([CH2:23][CH2:24][CH2:25][CH2:26][CH2:27][CH2:28][O:29][C:30]2[CH:35]=[C:34]([C:36]3[CH:41]=[CH:40][CH:39]=[C:38]([F:42])[CH:37]=3)[CH:33]=[C:32]([C:43]([N:53]3[CH2:58][CH2:57][NH:56][CH2:55][CH2:54]3)=[O:45])[CH:31]=2)=[CH:10][CH:11]=[CH:12][C:13]=1[O:14][CH2:15][CH2:16][CH2:17][C:18]([OH:20])=[O:19])([OH:3])=[O:5].